This data is from Forward reaction prediction with 1.9M reactions from USPTO patents (1976-2016). The task is: Predict the product of the given reaction. Given the reactants S([C:5]1C=[CH:10][C:8](C)=[CH:7][CH:6]=1)(O)(=O)=O.[CH3:12][N:13]([CH3:30])[C:14]([C:16]1[NH:17][C:18]2[C:23]([CH:24]=1)=[CH:22][C:21]([NH:25][C:26]([NH2:28])=[NH:27])=[CH:20][C:19]=2[Br:29])=[O:15].CC(C)([O-])C.[K+], predict the reaction product. The product is: [CH3:12][N:13]([CH3:30])[C:14]([C:16]1[NH:17][C:18]2[C:23]([CH:24]=1)=[CH:22][C:21]([NH:25][C:26]1[N:28]=[C:7]([C:8]3[N:27]=[CH:26][N:25]([CH3:21])[CH:10]=3)[CH:6]=[CH:5][N:27]=1)=[CH:20][C:19]=2[Br:29])=[O:15].